The task is: Predict the reactants needed to synthesize the given product.. This data is from Full USPTO retrosynthesis dataset with 1.9M reactions from patents (1976-2016). Given the product [CH3:1][O:2][C:3]1[C:4](=[O:24])[C:5]([CH3:23])=[C:6]([CH2:12][C:13]2[CH:18]=[CH:17][C:16]([CH2:19][C:20]([N:25]3[CH2:30][CH2:29][S:28][CH2:27][CH2:26]3)=[O:22])=[CH:15][CH:14]=2)[C:7](=[O:11])[C:8]=1[O:9][CH3:10], predict the reactants needed to synthesize it. The reactants are: [CH3:1][O:2][C:3]1[C:4](=[O:24])[C:5]([CH3:23])=[C:6]([CH2:12][C:13]2[CH:18]=[CH:17][C:16]([CH2:19][C:20]([OH:22])=O)=[CH:15][CH:14]=2)[C:7](=[O:11])[C:8]=1[O:9][CH3:10].[NH:25]1[CH2:30][CH2:29][S:28][CH2:27][CH2:26]1.